Dataset: Forward reaction prediction with 1.9M reactions from USPTO patents (1976-2016). Task: Predict the product of the given reaction. The product is: [CH2:1]([C:9]1[CH:14]=[CH:13][C:12]([N:15]2[CH2:20][CH2:19][N:18]([CH2:21][C:22]([OH:24])=[O:23])[CH2:17][CH2:16]2)=[CH:11][CH:10]=1)[CH2:2][CH2:3][CH2:4][CH2:5][CH2:6][CH2:7][CH3:8]. Given the reactants [CH2:1]([C:9]1[CH:14]=[CH:13][C:12]([N:15]2[CH2:20][CH2:19][N:18]([CH2:21][C:22]([O:24]C(C)(C)C)=[O:23])[CH2:17][CH2:16]2)=[CH:11][CH:10]=1)[CH2:2][CH2:3][CH2:4][CH2:5][CH2:6][CH2:7][CH3:8], predict the reaction product.